From a dataset of Full USPTO retrosynthesis dataset with 1.9M reactions from patents (1976-2016). Predict the reactants needed to synthesize the given product. (1) Given the product [S:7]1[CH2:11][CH2:10][CH2:9][N:1]2[CH2:6][CH2:5][CH2:4][N:3]=[C:2]12, predict the reactants needed to synthesize it. The reactants are: [N:1]1[CH2:6][CH2:5][CH2:4][NH:3][C:2]=1[SH:7].Br[CH2:9][CH2:10][CH2:11]Br. (2) Given the product [CH3:61][N:62]1[CH2:67][CH2:66][N:65]([C:16](=[O:18])[C@@H:15]([NH:19][C:20](=[O:21])[C:22]2[CH:23]=[CH:24][C:25]([N:28]3[CH:32]=[CH:31][N:30]=[N:29]3)=[CH:26][CH:27]=2)[CH2:14][CH2:13][CH2:12][N:11]([C@@H:9]2[CH2:10][C@H:8]2[C:5]2[CH:6]=[CH:7][C:2]([F:1])=[CH:3][CH:4]=2)[CH2:33][CH:34]=[CH2:35])[CH2:64][CH2:63]1, predict the reactants needed to synthesize it. The reactants are: [F:1][C:2]1[CH:7]=[CH:6][C:5]([C@@H:8]2[CH2:10][C@H:9]2[N:11]([CH2:33][CH:34]=[CH2:35])[CH2:12][CH2:13][CH2:14][C@H:15]([NH:19][C:20]([C:22]2[CH:27]=[CH:26][C:25]([N:28]3[CH:32]=[CH:31][N:30]=[N:29]3)=[CH:24][CH:23]=2)=[O:21])[C:16]([OH:18])=O)=[CH:4][CH:3]=1.CCOP(ON1N=NC2C=CC=CC=2C1=O)(OCC)=O.N1C=CN=C1.[CH3:61][N:62]1[CH2:67][CH2:66][NH:65][CH2:64][CH2:63]1.